Dataset: Forward reaction prediction with 1.9M reactions from USPTO patents (1976-2016). Task: Predict the product of the given reaction. (1) Given the reactants [CH3:1][CH:2]1[O:7][CH:6]([CH3:8])[CH2:5][N:4]([C:9]2[C:16]([F:17])=[C:15]([F:18])[C:14](B3OC(C)(C)C(C)(C)O3)=[CH:13][C:10]=2[CH:11]=[O:12])[CH2:3]1.C(=O)([O-])[O-].[Cs+].[Cs+].C1(C)C=CC=CC=1.CC(O)C.O.Br[C:47]1[N:48]=[CH:49][C:50]([NH2:53])=[N:51][CH:52]=1, predict the reaction product. The product is: [NH2:53][C:50]1[N:51]=[CH:52][C:47]([C:14]2[C:15]([F:18])=[C:16]([F:17])[C:9]([N:4]3[CH2:5][CH:6]([CH3:8])[O:7][CH:2]([CH3:1])[CH2:3]3)=[C:10]([CH:13]=2)[CH:11]=[O:12])=[N:48][CH:49]=1. (2) Given the reactants C[O:2][C:3]1[CH:4]=[C:5]([C:11]([C@@H:13]2[C@:22]3([CH3:23])[C@H:17]([C:18]([CH3:25])([CH3:24])[CH2:19][CH2:20][CH2:21]3)[CH2:16][C@@H:15]([NH2:26])[C@H:14]2[CH3:27])=[O:12])[CH:6]=[C:7]([O:9]C)[CH:8]=1.B(Br)(Br)Br.CO, predict the reaction product. The product is: [NH2:26][C@@H:15]1[CH2:16][C@@H:17]2[C@:22]([CH3:23])([CH2:21][CH2:20][CH2:19][C:18]2([CH3:25])[CH3:24])[C@@H:13]([C:11]([C:5]2[CH:4]=[C:3]([OH:2])[CH:8]=[C:7]([OH:9])[CH:6]=2)=[O:12])[C@@H:14]1[CH3:27]. (3) Given the reactants [I:1][C:2]1[CH:3]=[C:4]2[C:9](=[CH:10][CH:11]=1)[O:8][C@@H:7]([CH2:12][OH:13])[CH2:6][CH2:5]2.[Si:14](Cl)([C:17]([CH3:20])([CH3:19])[CH3:18])([CH3:16])[CH3:15].N1C=CN=C1.O, predict the reaction product. The product is: [I:1][C:2]1[CH:3]=[C:4]2[C:9](=[CH:10][CH:11]=1)[O:8][C@@H:7]([CH2:12][O:13][Si:14]([C:17]([CH3:20])([CH3:19])[CH3:18])([CH3:16])[CH3:15])[CH2:6][CH2:5]2. (4) Given the reactants [Cl:1][C:2]1[CH:10]=[C:9]2[C:5]([C:6]([C:11]([N:13]3[CH2:18][CH2:17][N:16]([C:19]4[CH:24]=[CH:23][CH:22]=[CH:21][C:20]=4[O:25][CH3:26])[CH2:15][CH2:14]3)=[O:12])=[CH:7][NH:8]2)=[CH:4][CH:3]=1.Cl[CH2:28][C:29]([N:31]([CH3:33])[CH3:32])=[O:30], predict the reaction product. The product is: [Cl:1][C:2]1[CH:10]=[C:9]2[C:5]([C:6]([C:11]([N:13]3[CH2:18][CH2:17][N:16]([C:19]4[CH:24]=[CH:23][CH:22]=[CH:21][C:20]=4[O:25][CH3:26])[CH2:15][CH2:14]3)=[O:12])=[CH:7][N:8]2[CH2:28][C:29]([N:31]([CH3:33])[CH3:32])=[O:30])=[CH:4][CH:3]=1. (5) Given the reactants C[C:2]1[C:12](=[O:13])[C:11]2[CH:10]=[CH:9][CH:8]=[CH:7][C:6]=2[C:4](=[O:5])[CH:3]=1.[Br:14][C:15]1[CH:16]=[C:17]([CH2:21][C:22](O)=O)[CH:18]=[CH:19][CH:20]=1, predict the reaction product. The product is: [CH3:2][C:3]1[C:4](=[O:5])[CH:6]2[CH:11]([C:12](=[O:13])[C:22]=1[CH2:21][C:17]1[CH:18]=[CH:19][CH:20]=[C:15]([Br:14])[CH:16]=1)[CH:10]=[CH:9][CH:8]=[CH:7]2. (6) The product is: [ClH:1].[Cl:1][C:2]1[CH:3]=[CH:4][C:5]2[CH:9]=[C:8]([S:10]([N:13]3[CH2:14][CH2:15][N:16]([C:19]([C:21]4[S:22][C:23]5[CH2:24][NH:25][CH:26]([C:32]6[CH:37]=[CH:36][N:35]=[CH:34][CH:33]=6)[CH2:27][C:28]=5[N:29]=4)=[O:20])[CH2:17][CH2:18]3)(=[O:11])=[O:12])[S:7][C:6]=2[CH:30]=1. Given the reactants [Cl:1][C:2]1[CH:3]=[CH:4][C:5]2[CH:9]=[C:8]([S:10]([N:13]3[CH2:18][CH2:17][N:16]([C:19]([C:21]4[S:22][C:23]5[CH2:24][NH:25][CH2:26][CH2:27][C:28]=5[N:29]=4)=[O:20])[CH2:15][CH2:14]3)(=[O:12])=[O:11])[S:7][C:6]=2[CH:30]=1.Br[C:32]1[CH:37]=[CH:36][N:35]=[CH:34][CH:33]=1.C(N(CC)CC)C.C(=O)(O)[O-].[Na+], predict the reaction product.